Task: Predict the product of the given reaction.. Dataset: Forward reaction prediction with 1.9M reactions from USPTO patents (1976-2016) (1) Given the reactants [CH:1]1([C:4]2[C:15]3[O:14][C:11]4([CH2:13][CH2:12]4)[CH2:10][C:9]([CH3:17])([CH3:16])[C:8]=3[CH:7]=[C:6]([C:18]#[CH:19])[CH:5]=2)[CH2:3][CH2:2]1.[CH3:20][O:21][C:22](=[O:33])[C:23]([C:26]1[CH:31]=[CH:30][C:29](I)=[CH:28][CH:27]=1)([CH3:25])[CH3:24], predict the reaction product. The product is: [CH3:20][O:21][C:22](=[O:33])[C:23]([C:26]1[CH:27]=[CH:28][C:29]([C:19]#[C:18][C:6]2[CH:5]=[C:4]([CH:1]3[CH2:3][CH2:2]3)[C:15]3[O:14][C:11]4([CH2:13][CH2:12]4)[CH2:10][C:9]([CH3:16])([CH3:17])[C:8]=3[CH:7]=2)=[CH:30][CH:31]=1)([CH3:25])[CH3:24]. (2) Given the reactants [Cl:1][C:2]1[CH:7]=[CH:6][CH:5]=[C:4]([Cl:8])[C:3]=1[CH2:9][O:10][C:11]1[CH:16]=[CH:15][C:14]2[C:17]3([CH2:34][O:35][C:13]=2[CH:12]=1)[CH2:22][CH2:21][N:20]([CH2:23][CH2:24][CH2:25][P:26](=[O:33])([O:30]CC)[O:27]CC)[CH2:19][CH2:18]3.Br[Si](C)(C)C, predict the reaction product. The product is: [Cl:8][C:4]1[CH:5]=[CH:6][CH:7]=[C:2]([Cl:1])[C:3]=1[CH2:9][O:10][C:11]1[CH:16]=[CH:15][C:14]2[C:17]3([CH2:34][O:35][C:13]=2[CH:12]=1)[CH2:22][CH2:21][N:20]([CH2:23][CH2:24][CH2:25][P:26](=[O:27])([OH:33])[OH:30])[CH2:19][CH2:18]3. (3) The product is: [CH3:1][N:2]1[CH:6]=[CH:5][C:4]([C:7]([N:41]2[CH2:42][CH2:43][N:30]([C:34]3[CH:33]=[C:38]([CH:37]=[CH:36][CH:35]=3)[C:27]([NH2:18])=[O:28])[CH2:40][CH2:39]2)=[O:9])=[C:3]1[C:10]1[CH:15]=[CH:14][CH:13]=[CH:12][CH:11]=1. Given the reactants [CH3:1][N:2]1[CH:6]=[CH:5][C:4]([C:7]([OH:9])=O)=[C:3]1[C:10]1[CH:15]=[CH:14][CH:13]=[CH:12][CH:11]=1.Cl.C[N:18]([CH3:27])CCCN=C=NCC.[OH2:28].O[N:30]1[C:34]2[CH:35]=[CH:36][CH:37]=[CH:38][C:33]=2N=N1.[CH2:39]([N:41](CC)[CH2:42][CH3:43])[CH3:40], predict the reaction product. (4) Given the reactants Br[C:2]1[C:7]2=[N:8][C:9]([C:12]([NH2:14])=[O:13])=[CH:10][N:11]=[C:6]2[CH:5]=[N:4][CH:3]=1.[F:15][C:16]1[CH:17]=[C:18](B(O)O)[CH:19]=[C:20]([F:23])[C:21]=1[F:22].C(=O)([O-])[O-].[Cs+].[Cs+].O1CCOCC1, predict the reaction product. The product is: [F:15][C:16]1[CH:17]=[C:18]([C:2]2[C:7]3=[N:8][C:9]([C:12]([NH2:14])=[O:13])=[CH:10][N:11]=[C:6]3[CH:5]=[N:4][CH:3]=2)[CH:19]=[C:20]([F:23])[C:21]=1[F:22]. (5) Given the reactants [CH2:1]([O:3][C:4](=[O:18])[CH:5](OCC)[CH2:6]C1C=CC(O)=C(C)C=1)[CH3:2].[CH3:19][O:20][C:21]1[CH:26]=[CH:25][C:24]([C:27]2[S:28][C:29]([CH3:35])=[C:30]([CH2:32][CH2:33][OH:34])[N:31]=2)=[CH:23][CH:22]=1.COC(=O)CC(=O)C(Br)C.CO[C:48]1[CH:56]=[CH:55][C:51]([C:52](N)=S)=[CH:50][CH:49]=1.C1(P(C2C=CC=CC=2)C2C=CC=CC=2)C=CC=CC=1.N(C(OCC)=O)=NC(OCC)=O, predict the reaction product. The product is: [CH2:1]([O:3][C:4](=[O:18])[CH:5]([C:49]1[CH:48]=[CH:56][C:55]([O:34][CH2:33][CH2:32][C:30]2[N:31]=[C:27]([C:24]3[CH:23]=[CH:22][C:21]([O:20][CH3:19])=[CH:26][CH:25]=3)[S:28][C:29]=2[CH3:35])=[C:51]([CH3:52])[CH:50]=1)[CH3:6])[CH3:2]. (6) Given the reactants Br[C:2]1[CH:10]=[CH:9][CH:8]=[C:7]2[C:3]=1[CH:4]=[C:5]([CH3:11])[NH:6]2.[CH3:12][N:13]1C(=O)CCC1, predict the reaction product. The product is: [CH3:11][C:5]1[NH:6][C:7]2[CH:8]=[CH:9][CH:10]=[C:2]([C:12]#[N:13])[C:3]=2[CH:4]=1.